Dataset: Forward reaction prediction with 1.9M reactions from USPTO patents (1976-2016). Task: Predict the product of the given reaction. Given the reactants [Si]([O:8][C:9]1[CH:14]=[CH:13][C:12]([S:15]([N:18]2[CH2:22][CH2:21][CH2:20][CH2:19]2)(=[O:17])=[O:16])=[CH:11][C:10]=1[NH2:23])(C(C)(C)C)(C)C.N1C=CC=CC=1.[CH2:30]([O:37][C:38]1[C:46]([Cl:47])=[CH:45][C:41]([C:42](Cl)=[O:43])=[CH:40][C:39]=1[Cl:48])[C:31]1[CH:36]=[CH:35][CH:34]=[CH:33][CH:32]=1, predict the reaction product. The product is: [CH2:30]([O:37][C:38]1[C:39]([Cl:48])=[CH:40][C:41]([C:42]([NH:23][C:10]2[CH:11]=[C:12]([S:15]([N:18]3[CH2:19][CH2:20][CH2:21][CH2:22]3)(=[O:16])=[O:17])[CH:13]=[CH:14][C:9]=2[OH:8])=[O:43])=[CH:45][C:46]=1[Cl:47])[C:31]1[CH:32]=[CH:33][CH:34]=[CH:35][CH:36]=1.